Dataset: Full USPTO retrosynthesis dataset with 1.9M reactions from patents (1976-2016). Task: Predict the reactants needed to synthesize the given product. (1) The reactants are: [C:1]([C:4]1[C:9]([O:10][CH2:11][CH2:12][NH:13]C(=O)OC(C)(C)C)=[C:8]([CH:21]=O)[C:7]([CH3:23])=[C:6]([Cl:24])[CH:5]=1)(=[O:3])[CH3:2]. Given the product [Cl:24][C:6]1[CH:5]=[C:4]([C:1](=[O:3])[CH3:2])[C:9]2[O:10][CH2:11][CH2:12][N:13]=[CH:21][C:8]=2[C:7]=1[CH3:23], predict the reactants needed to synthesize it. (2) The reactants are: C(OC([NH:8][CH2:9][CH2:10][NH:11][C:12]1[CH:17]=[CH:16][CH:15]=[CH:14][C:13]=1[CH:18]1[CH2:23][CH2:22][N:21]([C:24](=[O:54])[C@H:25]([NH:34][C:35]([C@@H:37]2[CH2:46][C:45]3[C:40](=[CH:41][CH:42]=[CH:43][CH:44]=3)[CH2:39][N:38]2C(OC(C)(C)C)=O)=[O:36])[CH2:26][C:27]2[CH:32]=[CH:31][C:30]([Cl:33])=[CH:29][CH:28]=2)[CH2:20][CH2:19]1)=O)(C)(C)C.C(O)(C(F)(F)F)=O. Given the product [NH2:8][CH2:9][CH2:10][NH:11][C:12]1[CH:17]=[CH:16][CH:15]=[CH:14][C:13]=1[CH:18]1[CH2:19][CH2:20][N:21]([C:24](=[O:54])[C@H:25]([NH:34][C:35]([C@@H:37]2[CH2:46][C:45]3[C:40](=[CH:41][CH:42]=[CH:43][CH:44]=3)[CH2:39][NH:38]2)=[O:36])[CH2:26][C:27]2[CH:32]=[CH:31][C:30]([Cl:33])=[CH:29][CH:28]=2)[CH2:22][CH2:23]1, predict the reactants needed to synthesize it. (3) Given the product [CH:1](=[N:9][CH2:13][C@H:12]([OH:14])[CH2:10][Cl:11])[C:2]1[CH:7]=[CH:6][CH:5]=[CH:4][CH:3]=1, predict the reactants needed to synthesize it. The reactants are: [CH:1](=O)[C:2]1[CH:7]=[CH:6][CH:5]=[CH:4][CH:3]=1.[NH3:9].[CH2:10]([C@H:12]1[O:14][CH2:13]1)[Cl:11]. (4) The reactants are: [F:1][C:2]1[CH:3]=[C:4]([CH2:9][CH2:10][C:11]([C:13]2[S:14][C:15]([C:18]3[CH:23]=[CH:22][C:21]([C:24]([F:27])([F:26])[F:25])=[CH:20][CH:19]=3)=[CH:16][CH:17]=2)=[O:12])[CH:5]=[CH:6][C:7]=1[OH:8].Br[C:29]([CH3:38])([CH3:37])[C:30]([O:32][C:33]([CH3:36])([CH3:35])[CH3:34])=[O:31]. Given the product [F:1][C:2]1[CH:3]=[C:4]([CH2:9][CH2:10][C:11](=[O:12])[C:13]2[S:14][C:15]([C:18]3[CH:23]=[CH:22][C:21]([C:24]([F:27])([F:25])[F:26])=[CH:20][CH:19]=3)=[CH:16][CH:17]=2)[CH:5]=[CH:6][C:7]=1[O:8][C:29]([CH3:38])([CH3:37])[C:30]([O:32][C:33]([CH3:36])([CH3:35])[CH3:34])=[O:31], predict the reactants needed to synthesize it. (5) Given the product [N:6]1[C:5]2[CH:7]=[CH:8][CH:9]=[CH:10][C:4]=2[NH:3][C:2]=1[NH:20][CH2:19][CH:18]([C:15]1[CH:16]=[CH:17][C:12]([F:11])=[CH:13][CH:14]=1)[C:21]1[CH:22]=[CH:23][C:24]([F:27])=[CH:25][CH:26]=1, predict the reactants needed to synthesize it. The reactants are: Cl[C:2]1[NH:3][C:4]2[CH:10]=[CH:9][CH:8]=[CH:7][C:5]=2[N:6]=1.[F:11][C:12]1[CH:17]=[CH:16][C:15]([CH:18]([C:21]2[CH:26]=[CH:25][C:24]([F:27])=[CH:23][CH:22]=2)[CH2:19][NH2:20])=[CH:14][CH:13]=1. (6) Given the product [CH2:15]([O:7][C:6](=[O:8])[C:5]1[CH:9]=[CH:10][C:2]([NH2:1])=[C:3]([N+:11]([O-:13])=[O:12])[CH:4]=1)[CH3:16], predict the reactants needed to synthesize it. The reactants are: [NH2:1][C:2]1[CH:10]=[CH:9][C:5]([C:6]([OH:8])=[O:7])=[CH:4][C:3]=1[N+:11]([O-:13])=[O:12].Cl.[CH2:15](O)[CH3:16]. (7) Given the product [CH2:31]([S:38][C:39](=[O:42])[CH2:40][NH:41][C:2](=[O:3])[CH2:4][CH2:5][CH2:6][CH2:7][CH:8]1[CH:16]2[NH:15][C:13](=[O:14])[NH:12][CH:11]2[CH2:10][S:9]1)[C:32]1[CH:37]=[CH:36][CH:35]=[CH:34][CH:33]=1, predict the reactants needed to synthesize it. The reactants are: O[C:2]([CH2:4][CH2:5][CH2:6][CH2:7][C@H:8]1[C@@H:16]2[C@@H:11]([NH:12][C:13]([NH:15]2)=[O:14])[CH2:10][S:9]1)=[O:3].C(Cl)CCl.C1C=CC2N(O)N=NC=2C=1.[CH2:31]([S:38][C:39](=[O:42])[CH2:40][NH2:41])[C:32]1[CH:37]=[CH:36][CH:35]=[CH:34][CH:33]=1. (8) Given the product [F:26][C:21]1[CH:22]=[CH:23][CH:24]=[CH:25][C:20]=1[C:12]1([C:16]([F:19])([F:18])[F:17])[CH2:13][CH2:14][O:15][CH2:8][C:9](=[O:10])[NH:11]1, predict the reactants needed to synthesize it. The reactants are: CC([O-])(C)C.[K+].Cl[CH2:8][C:9]([NH:11][C:12]([C:20]1[CH:25]=[CH:24][CH:23]=[CH:22][C:21]=1[F:26])([C:16]([F:19])([F:18])[F:17])[CH2:13][CH2:14][OH:15])=[O:10].